This data is from Forward reaction prediction with 1.9M reactions from USPTO patents (1976-2016). The task is: Predict the product of the given reaction. (1) The product is: [N:1]([CH2:4][CH:5]([OH:13])[CH:6]([O:7][CH2:8][CH2:9][CH2:16][CH2:17][CH2:18][CH2:19][CH2:20][CH2:21]/[CH:22]=[CH:23]\[CH2:24]/[CH:25]=[CH:26]\[CH2:27][CH2:28][CH2:29][CH2:30][CH3:31])[O:10][CH2:11][CH2:12][CH2:16][CH2:17][CH2:18][CH2:19][CH2:20][CH2:21]/[CH:22]=[CH:23]\[CH2:24]/[CH:25]=[CH:26]\[CH2:27][CH2:28][CH2:29][CH2:30][CH3:31])=[N+:2]=[N-:3]. Given the reactants [N:1]([CH2:4][CH:5]([OH:13])[CH:6]([O:10][CH2:11][CH3:12])[O:7][CH2:8][CH3:9])=[N+:2]=[N-:3].C(O)C[CH2:16][CH2:17][CH2:18][CH2:19][CH2:20][CH2:21]/[CH:22]=[CH:23]\[CH2:24]/[CH:25]=[CH:26]\[CH2:27][CH2:28][CH2:29][CH2:30][CH3:31], predict the reaction product. (2) Given the reactants [F:1][CH2:2][C:3]1([CH2:6][O:7][C@H:8]2[CH2:13][CH2:12][C@H:11]([N:14]3[C:19](=[O:20])[C:18]([CH2:21][C:22]4[CH:27]=[CH:26][C:25]([C:28]5[C:29]([C:34]#[N:35])=[CH:30][CH:31]=[CH:32][CH:33]=5)=[CH:24][CH:23]=4)=[C:17]([CH2:36][CH2:37][CH3:38])[N:16]4[N:39]=[CH:40][N:41]=[C:15]34)[CH2:10][CH2:9]2)[CH2:5][O:4]1.[FH:42].[K].CCCC[N+](CCCC)(CCCC)CCCC.F.F.[F-], predict the reaction product. The product is: [F:42][CH2:5][C:3]([CH2:2][F:1])([OH:4])[CH2:6][O:7][C@H:8]1[CH2:13][CH2:12][C@H:11]([N:14]2[C:19](=[O:20])[C:18]([CH2:21][C:22]3[CH:27]=[CH:26][C:25]([C:28]4[C:29]([C:34]#[N:35])=[CH:30][CH:31]=[CH:32][CH:33]=4)=[CH:24][CH:23]=3)=[C:17]([CH2:36][CH2:37][CH3:38])[N:16]3[N:39]=[CH:40][N:41]=[C:15]23)[CH2:10][CH2:9]1. (3) The product is: [F:39][C:2]([F:38])([F:1])[C:3]1[CH:4]=[C:5]([CH:31]=[C:32]([C:34]([F:37])([F:36])[F:35])[CH:33]=1)[CH2:6][N:7]([CH2:14][C:15]1[CH:20]=[C:19]([NH:21][S:48]([CH3:47])(=[O:50])=[O:49])[CH:18]=[N:17][C:16]=1[N:22]([CH2:25][CH:26]1[CH2:30][CH2:29][CH2:28][CH2:27]1)[CH2:23][CH3:24])[C:8]1[N:9]=[N:10][N:11]([CH3:13])[N:12]=1. Given the reactants [F:1][C:2]([F:39])([F:38])[C:3]1[CH:4]=[C:5]([CH:31]=[C:32]([C:34]([F:37])([F:36])[F:35])[CH:33]=1)[CH2:6][N:7]([CH2:14][C:15]1[C:16]([N:22]([CH2:25][CH:26]2[CH2:30][CH2:29][CH2:28][CH2:27]2)[CH2:23][CH3:24])=[N:17][CH:18]=[C:19]([NH2:21])[CH:20]=1)[C:8]1[N:9]=[N:10][N:11]([CH3:13])[N:12]=1.CCN(CC)CC.[CH3:47][S:48](Cl)(=[O:50])=[O:49].O, predict the reaction product. (4) Given the reactants [NH:1]1[CH:5]=[CH:4][C:3]([CH2:6][CH2:7][C:8](OCCCC)=[O:9])=[CH:2]1.[H-].[H-].[H-].[H-].[Li+].[Al+3], predict the reaction product. The product is: [NH:1]1[CH:5]=[CH:4][C:3]([CH2:6][CH2:7][CH2:8][OH:9])=[CH:2]1.